From a dataset of NCI-60 drug combinations with 297,098 pairs across 59 cell lines. Regression. Given two drug SMILES strings and cell line genomic features, predict the synergy score measuring deviation from expected non-interaction effect. (1) Drug 1: COC1=C(C=C2C(=C1)N=CN=C2NC3=CC(=C(C=C3)F)Cl)OCCCN4CCOCC4. Drug 2: CC1CCC2CC(C(=CC=CC=CC(CC(C(=O)C(C(C(=CC(C(=O)CC(OC(=O)C3CCCCN3C(=O)C(=O)C1(O2)O)C(C)CC4CCC(C(C4)OC)OCCO)C)C)O)OC)C)C)C)OC. Cell line: A498. Synergy scores: CSS=44.2, Synergy_ZIP=4.34, Synergy_Bliss=3.95, Synergy_Loewe=10.4, Synergy_HSA=12.0. (2) Drug 1: CCC1=C2CN3C(=CC4=C(C3=O)COC(=O)C4(CC)O)C2=NC5=C1C=C(C=C5)O. Drug 2: CCN(CC)CCCC(C)NC1=C2C=C(C=CC2=NC3=C1C=CC(=C3)Cl)OC. Cell line: UACC-257. Synergy scores: CSS=34.5, Synergy_ZIP=-1.32, Synergy_Bliss=4.83, Synergy_Loewe=-1.65, Synergy_HSA=6.42. (3) Drug 1: C(CC(=O)O)C(=O)CN.Cl. Drug 2: CCN(CC)CCCC(C)NC1=C2C=C(C=CC2=NC3=C1C=CC(=C3)Cl)OC. Cell line: SN12C. Synergy scores: CSS=15.0, Synergy_ZIP=-8.32, Synergy_Bliss=-1.28, Synergy_Loewe=-0.255, Synergy_HSA=1.11. (4) Drug 1: CC1=C(C(CCC1)(C)C)C=CC(=CC=CC(=CC(=O)O)C)C. Drug 2: CC1=C(C(=CC=C1)Cl)NC(=O)C2=CN=C(S2)NC3=CC(=NC(=N3)C)N4CCN(CC4)CCO. Cell line: MCF7. Synergy scores: CSS=2.51, Synergy_ZIP=0.688, Synergy_Bliss=3.07, Synergy_Loewe=-3.50, Synergy_HSA=-3.21. (5) Cell line: M14. Drug 2: COCCOC1=C(C=C2C(=C1)C(=NC=N2)NC3=CC=CC(=C3)C#C)OCCOC.Cl. Synergy scores: CSS=-3.19, Synergy_ZIP=0.844, Synergy_Bliss=-1.40, Synergy_Loewe=-4.12, Synergy_HSA=-4.89. Drug 1: C1=CC=C(C(=C1)C(C2=CC=C(C=C2)Cl)C(Cl)Cl)Cl.